From a dataset of Forward reaction prediction with 1.9M reactions from USPTO patents (1976-2016). Predict the product of the given reaction. (1) Given the reactants N1C2=NC=[CH:8][CH:9]=[C:4]2[CH:3]=[CH:2]1.[CH2:10]1[N:11]2[CH2:12][N:13]3[CH2:19][N:13]([CH2:10]2)[CH2:12][N:11]1[CH2:19]3.[OH2:20], predict the reaction product. The product is: [NH:11]1[C:12]2=[N:13][CH:19]=[CH:2][CH:3]=[C:4]2[C:9]([CH:8]=[O:20])=[CH:10]1. (2) Given the reactants [N+:1]([C:4]1[C:9](=[O:10])[NH:8][C:7]([C:11]2[CH:16]=[CH:15][C:14]([C:17]3([NH:21][C:22](=[O:28])[O:23][C:24]([CH3:27])([CH3:26])[CH3:25])[CH2:20][CH2:19][CH2:18]3)=[CH:13][CH:12]=2)=[C:6]([C:29]2[CH:34]=[CH:33][CH:32]=[CH:31][CH:30]=2)[CH:5]=1)([O-])=O, predict the reaction product. The product is: [C:24]([O:23][C:22](=[O:28])[NH:21][C:17]1([C:14]2[CH:15]=[CH:16][C:11]([C:7]3[NH:8][C:9](=[O:10])[C:4]([NH2:1])=[CH:5][C:6]=3[C:29]3[CH:30]=[CH:31][CH:32]=[CH:33][CH:34]=3)=[CH:12][CH:13]=2)[CH2:18][CH2:19][CH2:20]1)([CH3:27])([CH3:25])[CH3:26]. (3) Given the reactants Cl.Cl.[O:3]1[C:7]2[CH:8]=[CH:9][CH:10]=[C:11]([CH:12]3[CH2:17][CH2:16][N:15]([CH2:18][CH2:19][C@H:20]4[CH2:25][CH2:24][C@H:23]([NH2:26])[CH2:22][CH2:21]4)[CH2:14][CH2:13]3)[C:6]=2[CH2:5][CH2:4]1.[O:27]1[C:31]2[CH:32]=[CH:33][CH:34]=[CH:35][C:30]=2[C:29]([CH2:36][C:37](O)=[O:38])=[N:28]1, predict the reaction product. The product is: [O:27]1[C:31]2[CH:32]=[CH:33][CH:34]=[CH:35][C:30]=2[C:29]([CH2:36][C:37]([NH:26][C@H:23]2[CH2:22][CH2:21][C@H:20]([CH2:19][CH2:18][N:15]3[CH2:16][CH2:17][CH:12]([C:11]4[C:6]5[CH2:5][CH2:4][O:3][C:7]=5[CH:8]=[CH:9][CH:10]=4)[CH2:13][CH2:14]3)[CH2:25][CH2:24]2)=[O:38])=[N:28]1. (4) Given the reactants [Cl:1][C:2]1[N:7]=[C:6]([C:8](OCC)=[O:9])[C:5]([NH:13][CH:14]2[CH2:16][CH2:15]2)=[CH:4][N:3]=1.[NH3:17], predict the reaction product. The product is: [Cl:1][C:2]1[N:7]=[C:6]([C:8]([NH2:17])=[O:9])[C:5]([NH:13][CH:14]2[CH2:16][CH2:15]2)=[CH:4][N:3]=1. (5) Given the reactants C(OC(=O)[NH:7][C:8]1[CH:13]=[C:12]([O:14][CH3:15])[C:11]([C:16]([F:19])([F:18])[F:17])=[CH:10][C:9]=1[NH:20][C:21](=[O:37])[CH2:22][C:23](=O)[C:24]1[CH:29]=[CH:28][CH:27]=[C:26]([C:30]2[CH:35]=[CH:34][N:33]=[CH:32][CH:31]=2)[CH:25]=1)(C)(C)C.C(O)(C(F)(F)F)=O, predict the reaction product. The product is: [CH3:15][O:14][C:12]1[C:11]([C:16]([F:19])([F:18])[F:17])=[CH:10][C:9]2[NH:20][C:21](=[O:37])[CH2:22][C:23]([C:24]3[CH:29]=[CH:28][CH:27]=[C:26]([C:30]4[CH:35]=[CH:34][N:33]=[CH:32][CH:31]=4)[CH:25]=3)=[N:7][C:8]=2[CH:13]=1. (6) Given the reactants Br.[NH2:2][CH2:3][CH2:4][Br:5].[C:6](O[C:6]([O:8][C:9]([CH3:12])([CH3:11])[CH3:10])=[O:7])([O:8][C:9]([CH3:12])([CH3:11])[CH3:10])=[O:7].C(OCC)C.C(=O)([O-])O.[Na+], predict the reaction product. The product is: [C:9]([O:8][C:6]([NH:2][CH2:3][CH2:4][Br:5])=[O:7])([CH3:12])([CH3:11])[CH3:10]. (7) The product is: [CH3:24][N:22]([CH3:23])[C:21]([CH2:20][CH2:19][C:18]1[C:14]([S:11]([C:6]2[CH:7]=[CH:8][CH:9]=[CH:10][C:5]=2[C:4]([OH:27])=[O:3])(=[O:13])=[O:12])=[C:15]([CH3:26])[NH:16][CH:17]=1)=[O:25]. Given the reactants C([O:3][C:4](=[O:27])[C:5]1[CH:10]=[CH:9][CH:8]=[CH:7][C:6]=1[S:11]([C:14]1[C:18]([CH2:19][CH2:20][C:21](=[O:25])[N:22]([CH3:24])[CH3:23])=[CH:17][NH:16][C:15]=1[CH3:26])(=[O:13])=[O:12])C.[OH-].[Na+], predict the reaction product. (8) Given the reactants [CH2:1]([C:3]1[C:12]([CH3:13])=[C:11]([O:14]C(C2CC2)=O)[C:10]2[C:5](=[CH:6][CH:7]=[C:8]([F:21])[C:9]=2[Cl:20])[N:4]=1)[CH3:2].[OH-].[Na+].O.Cl, predict the reaction product. The product is: [CH2:1]([C:3]1[C:12]([CH3:13])=[C:11]([OH:14])[C:10]2[C:5](=[CH:6][CH:7]=[C:8]([F:21])[C:9]=2[Cl:20])[N:4]=1)[CH3:2]. (9) Given the reactants [CH:1]1([CH2:4][N:5]2[CH2:10][CH2:9][NH:8][CH2:7][CH2:6]2)[CH2:3][CH2:2]1.F[C:12]1[CH:17]=[CH:16][C:15]([N+:18]([O-:20])=[O:19])=[CH:14][C:13]=1[CH3:21].[CH:22](N(CC)C(C)C)(C)C, predict the reaction product. The product is: [CH:1]1([CH2:4][N:5]2[CH2:10][CH2:9][N:8]([C:12]3[CH:17]=[CH:16][C:15]([N+:18]([O-:20])=[O:19])=[CH:14][C:13]=3[CH2:21][CH3:22])[CH2:7][CH2:6]2)[CH2:3][CH2:2]1.